Dataset: Catalyst prediction with 721,799 reactions and 888 catalyst types from USPTO. Task: Predict which catalyst facilitates the given reaction. (1) Reactant: [CH2:1]([N+:5]([CH2:14][CH2:15][CH2:16][CH3:17])([CH2:10][CH2:11][CH2:12][CH3:13])[CH2:6][CH2:7][CH2:8][CH3:9])[CH2:2][CH2:3][CH3:4].Cl[CH2:19][CH2:20][CH2:21][CH2:22][S:23]([O-:26])(=[O:25])=[O:24].[C:27]1([O-:33])[CH:32]=[CH:31][CH:30]=[CH:29][CH:28]=1.[Na+]. Product: [CH2:14]([N+:5]([CH2:1][CH2:2][CH2:3][CH3:4])([CH2:6][CH2:7][CH2:8][CH3:9])[CH2:10][CH2:11][CH2:12][CH3:13])[CH2:15][CH2:16][CH3:17].[O:33]([CH2:19][CH2:20][CH2:21][CH2:22][S:23]([O-:26])(=[O:25])=[O:24])[C:27]1[CH:32]=[CH:31][CH:30]=[CH:29][CH:28]=1. The catalyst class is: 1. (2) The catalyst class is: 6. Product: [Cl:1][C:2]1[CH:3]=[CH:4][C:5]([C:6]([C:8]2[CH:13]=[CH:12][CH:11]=[CH:10][C:9]=2[C:14]2[C:15]([CH:20]([OH:21])[CH3:24])=[N:16][O:17][C:18]=2[CH3:19])=[O:7])=[CH:22][CH:23]=1. Reactant: [Cl:1][C:2]1[CH:23]=[CH:22][C:5]([C:6]([C:8]2[CH:13]=[CH:12][CH:11]=[CH:10][C:9]=2[C:14]2[C:15]([CH:20]=[O:21])=[N:16][O:17][C:18]=2[CH3:19])=[O:7])=[CH:4][CH:3]=1.[CH2:24]1COCC1.C[Mg]Cl.[Cl-].[NH4+]. (3) Reactant: [C:1]1(=[O:11])[C:10]2[C:5](=[CH:6][CH:7]=[CH:8][CH:9]=2)[CH2:4][CH2:3][CH2:2]1.[N-:12]=[N+]=[N-].[Na+].S(=O)(=O)(O)O. Product: [NH:12]1[C:10]2[CH:9]=[CH:8][CH:7]=[CH:6][C:5]=2[CH2:4][CH2:3][CH2:2][C:1]1=[O:11]. The catalyst class is: 22. (4) Reactant: [CH2:1]([N:7]1[CH2:12][CH:11]2[CH:9]([C:10]2([C:14]2[CH:19]=[CH:18][CH:17]=[C:16]([C:20]3[NH:21][CH:22]=[CH:23][N:24]=3)[CH:15]=2)[CH3:13])[C:8]1=O)[CH2:2][CH2:3][CH2:4][CH2:5][CH3:6].[H-].[Al+3].[Li+].[H-].[H-].[H-].[OH-].[Na+].C(OCC)(=O)C. Product: [NH3:7].[CH2:1]([N:7]1[CH2:12][CH:11]2[CH:9]([C:10]2([C:14]2[CH:19]=[CH:18][CH:17]=[C:16]([C:20]3[NH:24][CH:23]=[CH:22][N:21]=3)[CH:15]=2)[CH3:13])[CH2:8]1)[CH2:2][CH2:3][CH2:4][CH2:5][CH3:6]. The catalyst class is: 7. (5) Reactant: [F:1][C:2]1[CH:19]=[N:18][C:5]2[O:6][C@@H:7]([CH3:17])[C:8](=[O:16])[N:9]([CH:10]3[CH2:15][CH2:14][NH:13][CH2:12][CH2:11]3)[C:4]=2[CH:3]=1.[C:20]([O:24][C:25](=[O:47])[C:26]([CH3:46])([CH3:45])[CH2:27][O:28][C:29]1[CH:34]=[CH:33][CH:32]=[CH:31][C:30]=1[C:35]1[CH:40]=[CH:39][C:38]([C:41](O)=[O:42])=[C:37]([F:44])[CH:36]=1)([CH3:23])([CH3:22])[CH3:21].F[P-](F)(F)(F)(F)F.N1(OC(N(C)C)=[N+](C)C)C2C=CC=CC=2N=N1.C(N(C(C)C)CC)(C)C. Product: [F:44][C:37]1[CH:36]=[C:35]([C:30]2[CH:31]=[CH:32][CH:33]=[CH:34][C:29]=2[O:28][CH2:27][C:26]([CH3:46])([CH3:45])[C:25]([O:24][C:20]([CH3:23])([CH3:22])[CH3:21])=[O:47])[CH:40]=[CH:39][C:38]=1[C:41]([N:13]1[CH2:12][CH2:11][CH:10]([N:9]2[C:8](=[O:16])[C@H:7]([CH3:17])[O:6][C:5]3[N:18]=[CH:19][C:2]([F:1])=[CH:3][C:4]2=3)[CH2:15][CH2:14]1)=[O:42]. The catalyst class is: 145.